From a dataset of Full USPTO retrosynthesis dataset with 1.9M reactions from patents (1976-2016). Predict the reactants needed to synthesize the given product. (1) Given the product [N:9]1[CH:10]=[CH:11][CH:12]=[CH:13][C:8]=1[O:7][CH2:6][C:5]1[CH:14]=[CH:15][C:2]([CH:23]=[O:24])=[CH:3][CH:4]=1, predict the reactants needed to synthesize it. The reactants are: Br[C:2]1[CH:15]=[CH:14][C:5]([CH2:6][O:7][C:8]2[CH:13]=[CH:12][CH:11]=[CH:10][N:9]=2)=[CH:4][CH:3]=1.C([Li])CCC.CN(C)[CH:23]=[O:24].O. (2) Given the product [C:3]([C:5]1[CH:10]=[CH:9][C:8]([N:11]([CH2:19][C:46]2[C:47](=[O:51])[CH2:48][CH2:49][CH2:50][C:45]=2[NH:44][C:40]2[CH:41]=[CH:42][CH:43]=[C:38]([C:37]([F:36])([F:53])[F:52])[CH:39]=2)[C:12](=[O:18])[O:13][C:14]([CH3:15])([CH3:16])[CH3:17])=[C:7]([CH3:29])[CH:6]=1)#[N:4], predict the reactants needed to synthesize it. The reactants are: [H-].[Na+].[C:3]([C:5]1[CH:10]=[CH:9][C:8]([N:11]([CH2:19]S(C2C=CC=CC=2)(=O)=O)[C:12](=[O:18])[O:13][C:14]([CH3:17])([CH3:16])[CH3:15])=[C:7]([CH3:29])[CH:6]=1)#[N:4].CC1CCCO1.[F:36][C:37]([F:53])([F:52])[C:38]1[CH:39]=[C:40]([NH:44][C:45]2[CH2:50][CH2:49][CH2:48][C:47](=[O:51])[CH:46]=2)[CH:41]=[CH:42][CH:43]=1. (3) Given the product [CH3:1][O:2][C:3]1[C:4]([CH3:34])=[C:5]([C:25]([O:32][CH3:33])=[C:26]([O:30][CH3:31])[C:27]=1[O:28][CH3:29])[CH2:6][C:7]1[CH:8]=[CH:9][C:10]([C:11]2[CH:12]=[CH:49][CH:50]=[C:45]([O:44][CH3:43])[CH:16]=2)=[C:55]([CH:35]=1)[C:54]([O:57][CH3:58])=[O:56], predict the reactants needed to synthesize it. The reactants are: [CH3:1][O:2][C:3]1[C:4]([CH3:34])=[C:5]([C:25]([O:32][CH3:33])=[C:26]([O:30][CH3:31])[C:27]=1[O:28][CH3:29])[CH2:6][C:7]1[CH:8]=[CH:9][C:10](OS(C(F)(F)F)(=O)=O)=[C:11]([CH:16]=1)[C:12](OC)=O.[C:35](=O)([O-])[O-].[Na+].[Na+].[Cl-].[Li+].[CH3:43][O:44][C:45]1C=C(B(O)O)C=[CH:49][CH:50]=1.[C:54]([O:57][CH2:58]C)(=[O:56])[CH3:55]. (4) Given the product [CH2:1]([CH:7]1[CH2:20][CH2:21][CH2:22][S:23][S:12]1)[C:2]1[O:6][CH:5]=[CH:4][CH:3]=1, predict the reactants needed to synthesize it. The reactants are: [CH2:1]([CH:7]1[S:12]CCCS1)[C:2]1[O:6][CH:5]=[CH:4][CH:3]=1.C(=O)C1OC=CC=1.[CH2:20](S)[CH2:21][CH2:22][SH:23].C[Si](Cl)(C)C. (5) Given the product [F:32][C:27]1[CH:28]=[CH:29][CH:30]=[CH:31][C:26]=1[CH:24]1[O:23][N:22]=[C:21]([C:19]2[N:15]=[C:14]([CH:11]3[CH2:12][CH2:13][N:8]([C:6]([O:5][C:1]([CH3:4])([CH3:2])[CH3:3])=[O:7])[CH2:9][CH2:10]3)[S:16][CH:18]=2)[CH2:25]1, predict the reactants needed to synthesize it. The reactants are: [C:1]([O:5][C:6]([N:8]1[CH2:13][CH2:12][CH:11]([C:14](=[S:16])[NH2:15])[CH2:10][CH2:9]1)=[O:7])([CH3:4])([CH3:3])[CH3:2].Cl[CH2:18][C:19]([C:21]1[CH2:25][CH:24]([C:26]2[CH:31]=[CH:30][CH:29]=[CH:28][C:27]=2[F:32])[O:23][N:22]=1)=O.N1C=CC=CC=1. (6) Given the product [C:13]([C:10]1[CH:9]=[C:8]2[C:4](=[CH:3][CH:2]=1)[C:5](=[O:12])[O:6][C:7]2=[O:11])#[C:14][C:2]1[CH:3]=[C:4]2[C:8](=[CH:9][CH:10]=1)[C:7](=[O:11])[O:6][C:5]2=[O:12], predict the reactants needed to synthesize it. The reactants are: Br[C:2]1[CH:3]=[C:4]2[C:8](=[CH:9][CH:10]=1)[C:7](=[O:11])[O:6][C:5]2=[O:12].[CH:13]#[CH:14]. (7) The reactants are: [Cl-].[Al+3].[Cl-].[Cl-].C([O:9][C:10](=[O:40])[C:11]1[CH:16]=[CH:15][CH:14]=[C:13]([CH2:17][CH:18]([NH:32][C:33](=[O:37])[CH2:34][CH2:35][CH3:36])[B:19]2[O:27]C3C(C)(C4CC(C3)C4(C)C)[O:20]2)[C:12]=1OC)(C)(C)C. Given the product [C:33]([NH:32][C@H:18]1[CH2:17][C:13]2[CH:14]=[CH:15][CH:16]=[C:11]([C:10]([OH:9])=[O:40])[C:12]=2[O:27][B:19]1[OH:20])(=[O:37])[CH2:34][CH2:35][CH3:36], predict the reactants needed to synthesize it.